This data is from Peptide-MHC class I binding affinity with 185,985 pairs from IEDB/IMGT. The task is: Regression. Given a peptide amino acid sequence and an MHC pseudo amino acid sequence, predict their binding affinity value. This is MHC class I binding data. (1) The MHC is HLA-B46:01 with pseudo-sequence HLA-B46:01. The peptide sequence is APVESMALF. The binding affinity (normalized) is 0.0847. (2) The peptide sequence is ITIPIGLYL. The MHC is HLA-B15:01 with pseudo-sequence HLA-B15:01. The binding affinity (normalized) is 0.261. (3) The peptide sequence is ESQRYIHCY. The MHC is HLA-A32:01 with pseudo-sequence HLA-A32:01. The binding affinity (normalized) is 0. (4) The peptide sequence is WMDMWESPM. The MHC is HLA-A02:11 with pseudo-sequence HLA-A02:11. The binding affinity (normalized) is 1.00. (5) The peptide sequence is STLPGNPAI. The MHC is Patr-B0101 with pseudo-sequence Patr-B0101. The binding affinity (normalized) is 0.745. (6) The peptide sequence is TVPWPNASL. The MHC is Mamu-A2601 with pseudo-sequence Mamu-A2601. The binding affinity (normalized) is 0.909. (7) The peptide sequence is KIMSIGFEAR. The MHC is HLA-A31:01 with pseudo-sequence HLA-A31:01. The binding affinity (normalized) is 0.834. (8) The peptide sequence is CTILAVVSVS. The MHC is HLA-A30:01 with pseudo-sequence HLA-A30:01. The binding affinity (normalized) is 0.152. (9) The peptide sequence is DIINSVSII. The MHC is HLA-A02:01 with pseudo-sequence HLA-A02:01. The binding affinity (normalized) is 0.339.